From a dataset of Forward reaction prediction with 1.9M reactions from USPTO patents (1976-2016). Predict the product of the given reaction. (1) Given the reactants Br[C:2]1[CH:7]=[CH:6][C:5]([Cl:8])=[C:4]([O:9][CH2:10][CH2:11][O:12][CH3:13])[CH:3]=1.C(O[Na])(C)(C)C.[CH3:20][CH:21]([CH3:25])[C:22](=[O:24])[CH3:23], predict the reaction product. The product is: [Cl:8][C:5]1[CH:6]=[CH:7][C:2]([CH2:23][C:22](=[O:24])[CH:21]([CH3:25])[CH3:20])=[CH:3][C:4]=1[O:9][CH2:10][CH2:11][O:12][CH3:13]. (2) Given the reactants [Li+].[OH-].[CH2:3]([NH:5][C:6]([NH:8][C:9]1[N:14]=[CH:13][C:12]([C:15]2[CH:16]=[N:17][CH:18]=[C:19]([C:21]([O:23]CC)=[O:22])[CH:20]=2)=[C:11]([C:26]2[S:27][CH:28]=[C:29]([C:31]([F:34])([F:33])[F:32])[N:30]=2)[CH:10]=1)=[O:7])[CH3:4], predict the reaction product. The product is: [CH2:3]([NH:5][C:6]([NH:8][C:9]1[N:14]=[CH:13][C:12]([C:15]2[CH:16]=[N:17][CH:18]=[C:19]([C:21]([OH:23])=[O:22])[CH:20]=2)=[C:11]([C:26]2[S:27][CH:28]=[C:29]([C:31]([F:34])([F:33])[F:32])[N:30]=2)[CH:10]=1)=[O:7])[CH3:4]. (3) Given the reactants Br[C:2]1[C:6]2=[N:7][C:8]([N:13]([CH2:16][CH:17]3[CH2:21][CH2:20][CH2:19][CH2:18]3)[CH2:14][CH3:15])=[C:9]([C:11]#[N:12])[CH:10]=[C:5]2[N:4]([CH3:22])[CH:3]=1.[CH3:23][Mg]Br.O, predict the reaction product. The product is: [CH:17]1([CH2:16][N:13]([C:8]2[N:7]=[C:6]3[C:2]([CH3:23])=[CH:3][N:4]([CH3:22])[C:5]3=[CH:10][C:9]=2[C:11]#[N:12])[CH2:14][CH3:15])[CH2:21][CH2:20][CH2:19][CH2:18]1. (4) Given the reactants [CH2:1]([S:8][C:9]1[N:10]=[N:11][NH:12][CH:13]=1)[C:2]1[CH:7]=[CH:6][CH:5]=[CH:4][CH:3]=1.[C:14](=O)([O-])[O-].[K+].[K+].S(OC)(OC)(=O)=O, predict the reaction product. The product is: [CH2:1]([S:8][C:9]1[N:10]=[N:11][N:12]([CH3:14])[CH:13]=1)[C:2]1[CH:3]=[CH:4][CH:5]=[CH:6][CH:7]=1.